From a dataset of Forward reaction prediction with 1.9M reactions from USPTO patents (1976-2016). Predict the product of the given reaction. (1) Given the reactants [NH2:1][C:2]1[C:3]([C:19]([NH2:21])=[O:20])=[N:4][C:5]([C:9]2[CH:14]=[CH:13][C:12](=[O:15])[N:11]([CH:16]([CH3:18])[CH3:17])[CH:10]=2)=[CH:6][N+:7]=1[O-].P(Cl)(Cl)([Cl:24])=O.O, predict the reaction product. The product is: [NH2:1][C:2]1[C:3]([C:19]([NH2:21])=[O:20])=[N:4][C:5]([C:9]2[CH:14]=[CH:13][C:12](=[O:15])[N:11]([CH:16]([CH3:18])[CH3:17])[CH:10]=2)=[C:6]([Cl:24])[N:7]=1. (2) Given the reactants [Na].[Cl:2][C:3]1[C:8]2[O:9][CH2:10][O:11][C:7]=2[CH:6]=[C:5]([CH2:12][C:13]#[N:14])[CH:4]=1.[F:15][C:16]([F:23])([F:22])[C:17](OCC)=[O:18], predict the reaction product. The product is: [Cl:2][C:3]1[C:8]2[O:9][CH2:10][O:11][C:7]=2[CH:6]=[C:5]([CH:12]([C:17](=[O:18])[C:16]([F:23])([F:22])[F:15])[C:13]#[N:14])[CH:4]=1. (3) The product is: [Cl:1][C:2]1[N:11]([C:12]2[CH:17]=[CH:16][CH:15]=[C:14]([N+:18]([O-:20])=[O:19])[CH:13]=2)[C:5]2[N:6]=[CH:7][N:8]=[C:9]([NH2:10])[C:4]=2[C:3]=1[C:26]1[CH:27]=[CH:28][C:23]([Cl:22])=[CH:24][CH:25]=1. Given the reactants [Cl:1][C:2]1[N:11]([C:12]2[CH:17]=[CH:16][CH:15]=[C:14]([N+:18]([O-:20])=[O:19])[CH:13]=2)[C:5]2[N:6]=[CH:7][N:8]=[C:9]([NH2:10])[C:4]=2[C:3]=1I.[Cl:22][C:23]1[CH:28]=[CH:27][C:26](B(O)O)=[CH:25][CH:24]=1.C([O-])([O-])=O.[Na+].[Na+].CO, predict the reaction product. (4) Given the reactants [Cl:1][C:2]1[C:3](F)=[C:4]([C:8]2[C:17]3[C:12](=[CH:13][CH:14]=[CH:15][CH:16]=3)[CH:11]=[CH:10][C:9]=2[OH:18])[CH:5]=[CH:6][CH:7]=1.CN1CCCC1=O.C(=O)([O-])[O-].[K+].[K+].Cl, predict the reaction product. The product is: [Cl:1][C:2]1[C:3]2[O:18][C:9]3[CH:10]=[CH:11][C:12]4[CH:13]=[CH:14][CH:15]=[CH:16][C:17]=4[C:8]=3[C:4]=2[CH:5]=[CH:6][CH:7]=1. (5) Given the reactants Cl.Cl.[Cl:3][C:4]1[CH:5]=[C:6]([N:10]2[CH2:15][CH2:14][NH:13][CH2:12][CH2:11]2)[CH:7]=[CH:8][CH:9]=1.Cl[CH2:17][CH2:18][CH2:19][C:20]([N:22]1[C:30]2[C:25](=[CH:26][CH:27]=[CH:28][CH:29]=2)[CH2:24][CH2:23]1)=[O:21], predict the reaction product. The product is: [Cl:3][C:4]1[CH:5]=[C:6]([N:10]2[CH2:15][CH2:14][N:13]([CH2:17][CH2:18][CH2:19][C:20]([N:22]3[C:30]4[C:25](=[CH:26][CH:27]=[CH:28][CH:29]=4)[CH2:24][CH2:23]3)=[O:21])[CH2:12][CH2:11]2)[CH:7]=[CH:8][CH:9]=1. (6) Given the reactants [C:1]1([S:7]([CH2:10][CH2:11][N:12]2[CH2:16][CH2:15][CH2:14][C@H:13]2[C:17]([O:19]CC2C=CC=CC=2)=[O:18])(=[O:9])=[O:8])[CH:6]=[CH:5][CH:4]=[CH:3][CH:2]=1, predict the reaction product. The product is: [C:1]1([S:7]([CH2:10][CH2:11][N:12]2[CH2:16][CH2:15][CH2:14][C@H:13]2[C:17]([OH:19])=[O:18])(=[O:9])=[O:8])[CH:2]=[CH:3][CH:4]=[CH:5][CH:6]=1. (7) The product is: [F:18][C:19]([F:30])([F:29])[C:20]([OH:22])=[O:21].[F:1][C:2]1[CH:3]=[C:4]2[C:8](=[CH:9][CH:10]=1)[N:7]([S:11]([CH3:14])(=[O:13])=[O:12])[CH:6]=[C:5]2[C:15]([O:17][C:41]12[CH2:44][CH2:45][N:38]([CH2:43][CH2:42]1)[CH2:39][CH2:40]2)=[O:16]. Given the reactants [F:1][C:2]1[CH:3]=[C:4]2[C:8](=[CH:9][CH:10]=1)[N:7]([S:11]([CH3:14])(=[O:13])=[O:12])[CH:6]=[C:5]2[C:15]([OH:17])=[O:16].[F:18][C:19]([F:30])([F:29])[C:20]([O:22]C(=O)C(F)(F)F)=[O:21].C(O)(C(F)(F)F)=O.[N:38]12[CH2:45][CH2:44][C:41](O)([CH2:42][CH2:43]1)[CH2:40][CH2:39]2, predict the reaction product. (8) Given the reactants C(N(CC)CC)C.[CH3:8][S:9](Cl)(=[O:11])=[O:10].[Cl:13][C:14]1[N:19]=[C:18]([NH:20][CH3:21])[N:17]=[C:16]([N:22]2[C@H:27]([CH3:28])[CH2:26][O:25][C@H:24]([CH2:29][OH:30])[CH2:23]2)[CH:15]=1.C([O-])(O)=O.[Na+], predict the reaction product. The product is: [CH3:8][S:9]([O:30][CH2:29][C@H:24]1[O:25][CH2:26][C@@H:27]([CH3:28])[N:22]([C:16]2[CH:15]=[C:14]([Cl:13])[N:19]=[C:18]([NH:20][CH3:21])[N:17]=2)[CH2:23]1)(=[O:11])=[O:10].